Task: Predict the reactants needed to synthesize the given product.. Dataset: Full USPTO retrosynthesis dataset with 1.9M reactions from patents (1976-2016) Given the product [C:25]([C:8]1[CH:7]=[N:6][N:5]2[CH:28]=[C:2]([C:34]3[CH:33]=[N:32][N:31]([CH2:29][CH3:30])[CH:35]=3)[N:3]=[C:4]2[C:9]=1[NH:10][C@H:11]1[C@@H:15]([CH2:16][CH3:17])[CH2:14][N:13]([C:18]([O:20][C:21]([CH3:22])([CH3:24])[CH3:23])=[O:19])[CH2:12]1)(=[O:27])[NH2:26], predict the reactants needed to synthesize it. The reactants are: Br[C:2]1[N:3]=[C:4]2[C:9]([NH:10][C@H:11]3[C@@H:15]([CH2:16][CH3:17])[CH2:14][N:13]([C:18]([O:20][C:21]([CH3:24])([CH3:23])[CH3:22])=[O:19])[CH2:12]3)=[C:8]([C:25](=[O:27])[NH2:26])[CH:7]=[N:6][N:5]2[CH:28]=1.[CH2:29]([N:31]1[CH:35]=[C:34](B2OC(C)(C)C(C)(C)O2)[CH:33]=[N:32]1)[CH3:30].[O-]P([O-])([O-])=O.[K+].[K+].[K+].N#N.